Dataset: Full USPTO retrosynthesis dataset with 1.9M reactions from patents (1976-2016). Task: Predict the reactants needed to synthesize the given product. (1) Given the product [CH2:6]([O:5][C:1](=[O:8])[CH2:28][C:27]([C:23]1[CH:24]=[CH:25][CH:26]=[C:21]([S:18]([N:15]2[CH2:16][CH2:17][N:12]([CH3:11])[CH2:13][CH2:14]2)(=[O:19])=[O:20])[CH:22]=1)=[O:29])[CH3:7], predict the reactants needed to synthesize it. The reactants are: [C:1](=[O:8])([O:5][CH2:6][CH3:7])OCC.[H-].[Na+].[CH3:11][N:12]1[CH2:17][CH2:16][N:15]([S:18]([C:21]2[CH:22]=[C:23]([C:27](=[O:29])[CH3:28])[CH:24]=[CH:25][CH:26]=2)(=[O:20])=[O:19])[CH2:14][CH2:13]1.C(O)(=O)C. (2) Given the product [CH3:15][O:14][C:12](=[O:13])[CH2:11][NH:1][CH2:2][C:3]1[CH:8]=[CH:7][CH:6]=[CH:5][C:4]=1[NH2:9], predict the reactants needed to synthesize it. The reactants are: [NH2:1][CH2:2][C:3]1[CH:8]=[CH:7][CH:6]=[CH:5][C:4]=1[NH2:9].Br[CH2:11][C:12]([O:14][CH2:15]C)=[O:13].O.